From a dataset of Catalyst prediction with 721,799 reactions and 888 catalyst types from USPTO. Predict which catalyst facilitates the given reaction. (1) Product: [NH:17]([C:32]([O:34][C:35]([CH3:38])([CH3:37])[CH3:36])=[O:33])[C@@H:18]([C:29]([NH:2][C@@H:3]([C:14]([NH2:16])=[O:15])[CH2:4][C:5]1[C:13]2[C:8](=[CH:9][CH:10]=[CH:11][CH:12]=2)[NH:7][CH:6]=1)=[O:31])[CH2:19][C:20]1[C:28]2[C:23](=[CH:24][CH:25]=[CH:26][CH:27]=2)[NH:22][CH:21]=1. Reactant: Cl.[NH2:2][C@@H:3]([C:14]([NH2:16])=[O:15])[CH2:4][C:5]1[C:13]2[C:8](=[CH:9][CH:10]=[CH:11][CH:12]=2)[NH:7][CH:6]=1.[NH:17]([C:32]([O:34][C:35]([CH3:38])([CH3:37])[CH3:36])=[O:33])[C@@H:18]([C:29]([OH:31])=O)[CH2:19][C:20]1[C:28]2[C:23](=[CH:24][CH:25]=[CH:26][CH:27]=2)[NH:22][CH:21]=1.CN1CCOCC1.F[P-](F)(F)(F)(F)F.N1(O[P+](N(C)C)(N(C)C)N(C)C)C2C=CC=CC=2N=N1. The catalyst class is: 39. (2) Reactant: Br[C:2]1[C:12]2[O:11][CH2:10][CH2:9][N:8]([C:13]([O:15][C:16]([CH3:19])([CH3:18])[CH3:17])=[O:14])[CH2:7][C:6]=2[CH:5]=[CH:4][CH:3]=1.C([Li])CCC.CCCCCC.[C:31]1(=[O:36])[CH2:35][CH2:34][CH2:33][CH2:32]1.[Cl-].[NH4+]. Product: [OH:36][C:31]1([C:2]2[C:12]3[O:11][CH2:10][CH2:9][N:8]([C:13]([O:15][C:16]([CH3:19])([CH3:18])[CH3:17])=[O:14])[CH2:7][C:6]=3[CH:5]=[CH:4][CH:3]=2)[CH2:35][CH2:34][CH2:33][CH2:32]1. The catalyst class is: 7. (3) Reactant: C(OC([N:8]1[CH2:13][CH2:12][CH:11]([C:14]2[N:15]([CH2:27][CH2:28][OH:29])[CH:16]=[C:17]([C:19]3[CH:24]=[CH:23][C:22]([F:25])=[C:21]([CH3:26])[CH:20]=3)[N:18]=2)[CH2:10][CH2:9]1)=O)(C)(C)C.[ClH:30].O1CCOCC1. Product: [ClH:30].[F:25][C:22]1[CH:23]=[CH:24][C:19]([C:17]2[N:18]=[C:14]([CH:11]3[CH2:12][CH2:13][NH:8][CH2:9][CH2:10]3)[N:15]([CH2:27][CH2:28][OH:29])[CH:16]=2)=[CH:20][C:21]=1[CH3:26]. The catalyst class is: 5. (4) Reactant: [CH3:1][O:2][C:3]([C:5]1[C@@H:6]2[N:19]([C:20]([O:22][C:23]([CH3:26])([CH3:25])[CH3:24])=[O:21])[C@H:9]([CH2:10][C:11]=1[C:12]1[CH:17]=[CH:16][C:15]([OH:18])=[CH:14][CH:13]=1)[CH2:8][CH2:7]2)=[O:4].[Cl:27][C:28]1[C:33]([F:34])=[CH:32][CH:31]=[C:30]([F:35])[C:29]=1[C:36]1[CH:40]=[C:39]([CH2:41]O)[O:38][N:37]=1.C1CCN(C(N=NC(N2CCCCC2)=O)=O)CC1.P(CCCC)(CCCC)CCCC. Product: [CH3:1][O:2][C:3]([C:5]1[C@@H:6]2[N:19]([C:20]([O:22][C:23]([CH3:26])([CH3:25])[CH3:24])=[O:21])[C@H:9]([CH2:10][C:11]=1[C:12]1[CH:13]=[CH:14][C:15]([O:18][CH2:41][C:39]3[O:38][N:37]=[C:36]([C:29]4[C:30]([F:35])=[CH:31][CH:32]=[C:33]([F:34])[C:28]=4[Cl:27])[CH:40]=3)=[CH:16][CH:17]=1)[CH2:8][CH2:7]2)=[O:4]. The catalyst class is: 11.